Dataset: Reaction yield outcomes from USPTO patents with 853,638 reactions. Task: Predict the reaction yield, written as a fraction of the theoretical maximum amount of product (1.0 means a 100% yield; for example, 0.34 means a 34% yield). (1) The product is [CH:10]1([CH2:9][O:8][C:7]2[C:2]([C:27]3[C:26]4[C:21](=[CH:22][CH:23]=[CH:24][CH:25]=4)[C:20](=[O:38])[N:19]([CH3:18])[CH:28]=3)=[N:3][C:4]([CH2:13][S:14]([CH3:17])(=[O:16])=[O:15])=[N:5][CH:6]=2)[CH2:12][CH2:11]1. The reactants are Cl[C:2]1[C:7]([O:8][CH2:9][CH:10]2[CH2:12][CH2:11]2)=[CH:6][N:5]=[C:4]([CH2:13][S:14]([CH3:17])(=[O:16])=[O:15])[N:3]=1.[CH3:18][N:19]1[CH:28]=[C:27](B2OC(C)(C)C(C)(C)O2)[C:26]2[C:21](=[CH:22][CH:23]=[CH:24][CH:25]=2)[C:20]1=[O:38].[O-]P([O-])([O-])=O.[K+].[K+].[K+].N#N. The catalyst is O1CCOCC1.O.C1C=CC(P(C2C=CC=CC=2)[C-]2C=CC=C2)=CC=1.C1C=CC(P(C2C=CC=CC=2)[C-]2C=CC=C2)=CC=1.Cl[Pd]Cl.[Fe+2]. The yield is 0.427. (2) The reactants are [C:1]([O:5][C:6]([NH:8][C@@H:9]([CH2:13][CH2:14][CH2:15][CH2:16][CH2:17][CH:18]=[CH2:19])[C:10]([OH:12])=O)=[O:7])([CH3:4])([CH3:3])[CH3:2].Cl.[CH3:21][O:22][C:23]([C@@H:25]1[CH2:29][C@@H:28]([OH:30])[CH2:27][NH:26]1)=[O:24].CN1CCOCC1.CN(C(ON1N=NC2C=CC=NC1=2)=[N+](C)C)C.F[P-](F)(F)(F)(F)F. The catalyst is C(Cl)Cl.C(OCC)(=O)C.C(OCC)(=O)C.CCCCCC. The product is [CH3:21][O:22][C:23]([C@@H:25]1[CH2:29][C@@H:28]([OH:30])[CH2:27][N:26]1[C:10](=[O:12])[C@@H:9]([NH:8][C:6]([O:5][C:1]([CH3:2])([CH3:3])[CH3:4])=[O:7])[CH2:13][CH2:14][CH2:15][CH2:16][CH2:17][CH:18]=[CH2:19])=[O:24]. The yield is 1.00. (3) The reactants are [CH3:1][C:2]1[S:3][C:4]([C:7]([O:9]C)=O)=[CH:5][N:6]=1.O.[NH3:12]. No catalyst specified. The product is [CH3:1][C:2]1[S:3][C:4]([C:7]([NH2:12])=[O:9])=[CH:5][N:6]=1. The yield is 0.730.